From a dataset of Reaction yield outcomes from USPTO patents with 853,638 reactions. Predict the reaction yield, written as a fraction of the theoretical maximum amount of product (1.0 means a 100% yield; for example, 0.34 means a 34% yield). The product is [C:14]([CH2:13][CH2:12][C:9]1[C:10]([CH3:11])=[C:6]([C:4]([OH:3])=[O:5])[NH:7][C:8]=1[CH:19]=[C:24]1[C:23]2[C:27](=[CH:28][CH:29]=[CH:30][C:22]=2[CH3:21])[NH:26][C:25]1=[O:31])([OH:16])=[O:15]. The yield is 0.950. The reactants are C([O:3][C:4]([C:6]1[NH:7][C:8]([CH:19]=O)=[C:9]([CH2:12][CH2:13][C:14]([O:16]CC)=[O:15])[C:10]=1[CH3:11])=[O:5])C.[CH3:21][C:22]1[CH:30]=[CH:29][CH:28]=[C:27]2[C:23]=1[CH2:24][C:25](=[O:31])[NH:26]2.[OH-].[K+]. The catalyst is N1CCCCC1.C(O)C.